From a dataset of Catalyst prediction with 721,799 reactions and 888 catalyst types from USPTO. Predict which catalyst facilitates the given reaction. Reactant: [C:1]([CH2:3][C:4]([NH:6][C:7]([CH3:10])([CH3:9])[CH3:8])=[O:5])#[N:2].[N:11](Cl)=[O:12].C(Cl)Cl. Product: [C:1]([C:3](=[N:11][OH:12])[C:4]([NH:6][C:7]([CH3:10])([CH3:9])[CH3:8])=[O:5])#[N:2]. The catalyst class is: 22.